From a dataset of Catalyst prediction with 721,799 reactions and 888 catalyst types from USPTO. Predict which catalyst facilitates the given reaction. The catalyst class is: 106. Product: [F:21][C:2]1([F:1])[CH2:6][NH:5][C@H:4]([CH2:14][C:15](=[O:20])[CH:16]=[C:17]([CH3:18])[CH3:19])[CH2:3]1. Reactant: [F:1][C:2]1([F:21])[CH2:6][N:5](C(OC(C)(C)C)=O)[C@H:4]([CH2:14][C:15](=[O:20])[CH:16]=[C:17]([CH3:19])[CH3:18])[CH2:3]1.